This data is from Catalyst prediction with 721,799 reactions and 888 catalyst types from USPTO. The task is: Predict which catalyst facilitates the given reaction. (1) Product: [C:1]([C:5]1[CH:10]=[CH:9][C:8]([O:11][CH3:12])=[C:7]([B:19]([OH:22])[OH:20])[CH:6]=1)([CH3:4])([CH3:3])[CH3:2]. Reactant: [C:1]([C:5]1[CH:10]=[CH:9][C:8]([O:11][CH3:12])=[C:7](I)[CH:6]=1)([CH3:4])([CH3:3])[CH3:2].C([Li])CCC.[B:19](OC)([O:22]C)[O:20]C. The catalyst class is: 1. (2) Reactant: CC1(C)C(C)(C)OB([C:9]2[CH:27]=[CH:26][C:12]([C:13]([NH:15][C:16]3[CH:21]=[C:20]([C:22]([F:25])([F:24])[F:23])[CH:19]=[CH:18][N:17]=3)=[O:14])=[CH:11][CH:10]=2)O1.[NH2:29][C:30]1[C:31]2[N:32]([C:36]([C@H:40]3[CH2:48][CH2:47][C@H:46]4[N:42]([C:43](=[O:49])[CH2:44][CH2:45]4)[CH2:41]3)=[N:37][C:38]=2Br)[CH:33]=[CH:34][N:35]=1.[O-]P([O-])([O-])=O.[K+].[K+].[K+]. Product: [NH2:29][C:30]1[C:31]2[N:32]([C:36]([C@H:40]3[CH2:48][CH2:47][C@H:46]4[N:42]([C:43](=[O:49])[CH2:44][CH2:45]4)[CH2:41]3)=[N:37][C:38]=2[C:9]2[CH:10]=[CH:11][C:12]([C:13]([NH:15][C:16]3[CH:21]=[C:20]([C:22]([F:23])([F:24])[F:25])[CH:19]=[CH:18][N:17]=3)=[O:14])=[CH:26][CH:27]=2)[CH:33]=[CH:34][N:35]=1. The catalyst class is: 38. (3) Reactant: [CH2:1]([N:8]1[CH:13]([CH2:14][OH:15])[CH2:12][O:11][CH:10]([CH3:16])[C:9]1=[O:17])[C:2]1[CH:7]=[CH:6][CH:5]=[CH:4][CH:3]=1.I(O)(=O)(=O)=[O:19].[Cr](Cl)([O-])(=O)=O.[NH+]1C=CC=CC=1. Product: [CH2:1]([N:8]1[C:9](=[O:17])[CH:10]([CH3:16])[O:11][CH2:12][CH:13]1[C:14]([OH:19])=[O:15])[C:2]1[CH:3]=[CH:4][CH:5]=[CH:6][CH:7]=1. The catalyst class is: 10. (4) Reactant: [C:1]([O:5][C:6]([N:8]1[CH2:13][CH2:12][CH:11]([O:14][C:15]2[CH:24]=[C:23]3[C:18]([CH:19]=[N:20][C:21]([NH:25][C:26]4[CH:31]=[CH:30][CH:29]=[C:28]([OH:32])[CH:27]=4)=[N:22]3)=[CH:17][C:16]=2[C:33]2[S:34][CH:35]=[CH:36][N:37]=2)[CH2:10][CH2:9]1)=[O:7])([CH3:4])([CH3:3])[CH3:2].C([O-])([O-])=O.[K+].[K+].I[CH2:45][CH2:46][CH3:47]. Product: [C:1]([O:5][C:6]([N:8]1[CH2:13][CH2:12][CH:11]([O:14][C:15]2[CH:24]=[C:23]3[C:18]([CH:19]=[N:20][C:21]([NH:25][C:26]4[CH:31]=[CH:30][CH:29]=[C:28]([O:32][CH2:45][CH2:46][CH3:47])[CH:27]=4)=[N:22]3)=[CH:17][C:16]=2[C:33]2[S:34][CH:35]=[CH:36][N:37]=2)[CH2:10][CH2:9]1)=[O:7])([CH3:4])([CH3:2])[CH3:3]. The catalyst class is: 3. (5) Reactant: [NH2:1][C:2]1[CH:31]=[CH:30][C:5]2[NH:6][C:7]([C:12]3[C:13](=[O:29])[C:14]([CH2:24][CH2:25][CH:26]4[CH2:28][CH2:27]4)([CH3:23])[C:15]4[C:20]([C:21]=3[OH:22])=[CH:19][CH:18]=[CH:17][CH:16]=4)=[N:8][S:9](=[O:11])(=[O:10])[C:4]=2[CH:3]=1.N1C=CC=CC=1.[CH3:38][S:39](Cl)(=[O:41])=[O:40]. Product: [CH:26]1([CH2:25][CH2:24][C:14]2([CH3:23])[C:15]3[C:20](=[CH:19][CH:18]=[CH:17][CH:16]=3)[C:21]([OH:22])=[C:12]([C:7]3[NH:6][C:5]4[CH:30]=[CH:31][C:2]([NH:1][S:39]([CH3:38])(=[O:41])=[O:40])=[CH:3][C:4]=4[S:9](=[O:11])(=[O:10])[N:8]=3)[C:13]2=[O:29])[CH2:28][CH2:27]1. The catalyst class is: 4. (6) Reactant: [N+:1]([C:4]1[CH:9]=[CH:8][C:7]([N:10]2[CH2:15][CH2:14][N:13]([CH2:16][C@@H:17]([OH:19])[CH3:18])[CH2:12][CH2:11]2)=[CH:6][CH:5]=1)([O-])=O.[H][H]. Product: [NH2:1][C:4]1[CH:5]=[CH:6][C:7]([N:10]2[CH2:11][CH2:12][N:13]([CH2:16][C@@H:17]([OH:19])[CH3:18])[CH2:14][CH2:15]2)=[CH:8][CH:9]=1. The catalyst class is: 19. (7) Product: [CH2:1]([O:3][C:4]([C:6]1[NH:7][N:8]=[C:9]([C:11]2[S:15][C:14]([C:16]3[CH:21]=[CH:20][CH:19]=[CH:18][CH:17]=3)=[N:13][C:12]=2[CH2:22][Br:26])[CH:10]=1)=[O:5])[CH3:2]. Reactant: [CH2:1]([O:3][C:4]([C:6]1[NH:7][N:8]=[C:9]([C:11]2[S:15][C:14]([C:16]3[CH:21]=[CH:20][CH:19]=[CH:18][CH:17]=3)=[N:13][C:12]=2[CH2:22]OC)[CH:10]=1)=[O:5])[CH3:2].B(Br)(Br)[Br:26]. The catalyst class is: 2. (8) Reactant: [C:1]([O:4][C:5]1[CH:13]=[CH:12][C:8]([C:9](O)=[O:10])=[CH:7][CH:6]=1)(=[O:3])[CH3:2].C(Cl)(=O)C([Cl:17])=O.CN(C)C=O. Product: [C:1]([O:4][C:5]1[CH:13]=[CH:12][C:8]([C:9]([Cl:17])=[O:10])=[CH:7][CH:6]=1)(=[O:3])[CH3:2]. The catalyst class is: 22. (9) Reactant: [Si]([O:8][C:9]1[CH:14]=[CH:13][C:12]([C:15]2[CH:20]=[CH:19][C:18]([CH:21]=[O:22])=[CH:17][CH:16]=2)=[CH:11][CH:10]=1)(C(C)(C)C)(C)C.[F-].[K+].Br.Cl. Product: [OH:8][C:9]1[CH:10]=[CH:11][C:12]([C:15]2[CH:20]=[CH:19][C:18]([CH:21]=[O:22])=[CH:17][CH:16]=2)=[CH:13][CH:14]=1. The catalyst class is: 3.